Dataset: Forward reaction prediction with 1.9M reactions from USPTO patents (1976-2016). Task: Predict the product of the given reaction. (1) Given the reactants [CH3:1][C:2]1[N:3]([CH2:19][CH2:20][CH2:21][CH2:22][CH2:23][C:24]([C:31]2[CH:36]=[CH:35][CH:34]=[CH:33][CH:32]=2)(C(O)=O)[C:25]([OH:27])=[O:26])[C:4]([C:13]2[CH:18]=[CH:17][CH:16]=[CH:15][CH:14]=2)=[C:5]([C:7]2[CH:12]=[CH:11][CH:10]=[CH:9][CH:8]=2)[N:6]=1, predict the reaction product. The product is: [CH3:1][C:2]1[N:3]([CH2:19][CH2:20][CH2:21][CH2:22][CH2:23][CH:24]([C:31]2[CH:32]=[CH:33][CH:34]=[CH:35][CH:36]=2)[C:25]([OH:27])=[O:26])[C:4]([C:13]2[CH:18]=[CH:17][CH:16]=[CH:15][CH:14]=2)=[C:5]([C:7]2[CH:8]=[CH:9][CH:10]=[CH:11][CH:12]=2)[N:6]=1. (2) Given the reactants Cl.[Cl:2][CH2:3][CH2:4][NH:5][CH2:6][CH2:7][Cl:8].CN1CCN(C)CC1.[O:17]=[P:18](Cl)(Cl)Cl.[NH2:22][CH2:23][CH2:24][CH2:25][OH:26], predict the reaction product. The product is: [CH2:24]1[CH2:25][O:26][P:18]([N:5]([CH2:6][CH2:7][Cl:8])[CH2:4][CH2:3][Cl:2])(=[O:17])[NH:22][CH2:23]1. (3) Given the reactants [CH2:1]([O:3][C:4]([N:6]1[CH2:11][CH2:10][N:9]([C:12](=[O:49])[C@@H:13]([NH:22][C:23]([C:25]2[CH:29]=[C:28]([O:30][CH2:31][C:32]([O:34]CC3C=CC=CC=3)=[O:33])[N:27]([C:42]3[CH:47]=[CH:46][CH:45]=[C:44]([F:48])[CH:43]=3)[N:26]=2)=[O:24])[CH2:14][C:15]([O:17][C:18]([CH3:21])([CH3:20])[CH3:19])=[O:16])[CH2:8][CH2:7]1)=[O:5])[CH3:2], predict the reaction product. The product is: [CH2:1]([O:3][C:4]([N:6]1[CH2:11][CH2:10][N:9]([C:12](=[O:49])[C@@H:13]([NH:22][C:23]([C:25]2[CH:29]=[C:28]([O:30][CH2:31][C:32]([OH:34])=[O:33])[N:27]([C:42]3[CH:47]=[CH:46][CH:45]=[C:44]([F:48])[CH:43]=3)[N:26]=2)=[O:24])[CH2:14][C:15]([O:17][C:18]([CH3:21])([CH3:20])[CH3:19])=[O:16])[CH2:8][CH2:7]1)=[O:5])[CH3:2]. (4) The product is: [F:16][C:13]1([F:17])[CH2:14][CH2:15][N:11]([C:9]2[CH:10]=[C:5]([CH:3]3[CH2:2][N:1]([C:41](=[O:43])[CH3:42])[CH2:4]3)[CH:6]=[C:7]([NH:18][C:19]3[CH:24]=[C:23]([C:25]([F:28])([F:26])[F:27])[CH:22]=[CH:21][N:20]=3)[N:8]=2)[CH2:12]1. Given the reactants [NH:1]1[CH2:4][CH:3]([C:5]2[CH:10]=[C:9]([N:11]3[CH2:15][CH2:14][C:13]([F:17])([F:16])[CH2:12]3)[N:8]=[C:7]([NH:18][C:19]3[CH:24]=[C:23]([C:25]([F:28])([F:27])[F:26])[CH:22]=[CH:21][N:20]=3)[CH:6]=2)[CH2:2]1.ClCCl.C(N(C(C)C)C(C)C)C.[C:41](OC(=O)C)(=[O:43])[CH3:42], predict the reaction product. (5) Given the reactants [C:1]([CH2:4][CH2:5][C:6]1[C:14]2[B:13]([OH:15])[O:12][CH2:11][C:10]=2[CH:9]=[CH:8][CH:7]=1)([OH:3])=O.O=S(Cl)Cl.[C:20]([NH2:24])([CH3:23])([CH3:22])[CH3:21], predict the reaction product. The product is: [C:20]([NH:24][C:1]([CH2:4][CH2:5][C:6]1[C:14]2[B:13]([OH:15])[O:12][CH2:11][C:10]=2[CH:9]=[CH:8][CH:7]=1)=[O:3])([CH3:23])([CH3:22])[CH3:21]. (6) Given the reactants [Cl:1][C:2]1[CH:7]=[C:6]([O:8]C)[CH:5]=[CH:4][C:3]=1[C:10]1[N:14]([CH3:15])[C:13]([C:16]23[CH2:23][CH2:22][C:19]([CH2:24][CH3:25])([CH2:20][CH2:21]2)[CH2:18][CH2:17]3)=[N:12][N:11]=1.B(Br)(Br)Br, predict the reaction product. The product is: [Cl:1][C:2]1[CH:7]=[C:6]([OH:8])[CH:5]=[CH:4][C:3]=1[C:10]1[N:14]([CH3:15])[C:13]([C:16]23[CH2:23][CH2:22][C:19]([CH2:24][CH3:25])([CH2:20][CH2:21]2)[CH2:18][CH2:17]3)=[N:12][N:11]=1.